This data is from Reaction yield outcomes from USPTO patents with 853,638 reactions. The task is: Predict the reaction yield, written as a fraction of the theoretical maximum amount of product (1.0 means a 100% yield; for example, 0.34 means a 34% yield). (1) The product is [C:7]([C:9]1[CH:17]=[CH:16][C:12]([C:13]([O:15][CH3:1])=[O:14])=[C:11]([F:18])[CH:10]=1)#[N:8]. The yield is 0.940. The reactants are [C:1](=O)([O-])[O-].[K+].[K+].[C:7]([C:9]1[CH:17]=[CH:16][C:12]([C:13]([OH:15])=[O:14])=[C:11]([F:18])[CH:10]=1)#[N:8].IC. The catalyst is CN(C=O)C. (2) The reactants are [BH4-].[Na+].[Br:3][C:4]1[CH:5]=[C:6]([CH:10]=[O:11])[CH:7]=[N:8][CH:9]=1. The catalyst is CO.CCOC(C)=O. The product is [Br:3][C:4]1[CH:5]=[C:6]([CH2:10][OH:11])[CH:7]=[N:8][CH:9]=1. The yield is 0.950. (3) The reactants are [NH2:1][C:2]1[C:11]2[C:6](=[C:7](I)[C:8]([F:12])=[CH:9][CH:10]=2)[N:5]=[N:4][C:3]=1[C:14]([NH:16][CH2:17][CH2:18][CH3:19])=[O:15].[F:20][C:21]1[C:26]([O:27][CH3:28])=[CH:25][CH:24]=[CH:23][C:22]=1B(O)O. No catalyst specified. The product is [NH2:1][C:2]1[C:11]2[C:6](=[C:7]([C:22]3[CH:23]=[CH:24][CH:25]=[C:26]([O:27][CH3:28])[C:21]=3[F:20])[C:8]([F:12])=[CH:9][CH:10]=2)[N:5]=[N:4][C:3]=1[C:14]([NH:16][CH2:17][CH2:18][CH3:19])=[O:15]. The yield is 0.290. (4) The reactants are [NH2:1][C:2]1[CH:3]=[C:4]2[C:8](=[CH:9][CH:10]=1)[CH2:7][CH2:6][CH2:5]2.[N+:11]([O-:14])(O)=[O:12].[C:15](OC(=O)C)(=[O:17])[CH3:16]. No catalyst specified. The product is [N+:11]([C:10]1[CH:9]=[C:8]2[C:4]([CH2:5][CH2:6][CH2:7]2)=[CH:3][C:2]=1[NH:1][C:15](=[O:17])[CH3:16])([O-:14])=[O:12]. The yield is 0.950.